Dataset: Forward reaction prediction with 1.9M reactions from USPTO patents (1976-2016). Task: Predict the product of the given reaction. (1) Given the reactants [CH2:1]([NH:5][C:6]([C:8]1[CH:24]=[CH:23][C:11]2[S:12][C:13]3[CH:21]=[C:20]([Cl:22])[CH:19]=[CH:18][C:14]=3[C:15](Cl)=[N:16][C:10]=2[CH:9]=1)=[O:7])[CH2:2][CH2:3][CH3:4].[I-].[Cl:26][C:27]1[CH:32]=[CH:31][C:30]([Zn+])=[CH:29][CH:28]=1, predict the reaction product. The product is: [CH2:1]([NH:5][C:6]([C:8]1[CH:24]=[CH:23][C:11]2[S:12][C:13]3[CH:21]=[C:20]([Cl:22])[CH:19]=[CH:18][C:14]=3[C:15]([C:30]3[CH:31]=[CH:32][C:27]([Cl:26])=[CH:28][CH:29]=3)=[N:16][C:10]=2[CH:9]=1)=[O:7])[CH2:2][CH2:3][CH3:4]. (2) Given the reactants Cl.[NH2:2][CH2:3][C:4]1[CH:13]=[CH:12][C:7]([C:8]([O:10]C)=[O:9])=[CH:6][CH:5]=1.[CH3:14][S:15](Cl)(=[O:17])=[O:16].C(N(C(C)C)CC)(C)C.[OH-].[Na+], predict the reaction product. The product is: [CH3:14][S:15]([NH:2][CH2:3][C:4]1[CH:13]=[CH:12][C:7]([C:8]([OH:10])=[O:9])=[CH:6][CH:5]=1)(=[O:17])=[O:16]. (3) Given the reactants [F:1][C:2]([F:11])([F:10])[C:3]1[CH:4]=[C:5]([OH:9])[CH:6]=[CH:7][CH:8]=1.F[C:13]1[CH:20]=[CH:19][C:16]([CH:17]=[O:18])=[CH:15][CH:14]=1.C([O-])([O-])=O.[Cs+].[Cs+], predict the reaction product. The product is: [F:1][C:2]([F:10])([F:11])[C:3]1[CH:4]=[C:5]([O:9][C:13]2[CH:20]=[CH:19][C:16]([CH:17]=[O:18])=[CH:15][CH:14]=2)[CH:6]=[CH:7][CH:8]=1. (4) Given the reactants ClC1C=C(C=CC=1)C(OO)=[O:6].F[C:13]1[CH:14]=[CH:15][C:16]([O:22][CH2:23][C@H:24]2[CH2:26][O:25]2)=[C:17](C(=O)C)[CH:18]=1.[OH-].[Na+].[C:29]1([CH3:39])[CH:34]=[CH:33][C:32]([S:35](Cl)(=[O:37])=[O:36])=[CH:31][CH:30]=1.Cl, predict the reaction product. The product is: [O:6]1[C:17]2[CH:18]=[CH:13][CH:14]=[CH:15][C:16]=2[O:22][CH2:23][C@@H:24]1[CH2:26][O:25][S:35]([C:32]1[CH:33]=[CH:34][C:29]([CH3:39])=[CH:30][CH:31]=1)(=[O:37])=[O:36]. (5) Given the reactants [F:1][C:2]1[CH:10]=[C:9]2[C:5]([C:6]([CH:11]=[O:12])=[CH:7][NH:8]2)=[CH:4][CH:3]=1.[H-].[Na+].[Cl:15][C:16]([Cl:42])([Cl:41])[C:17]([N:19]1[CH2:24][CH2:23][N:22]([C:25]2[CH:26]=[C:27]([S:37](Cl)(=[O:39])=[O:38])[CH:28]=[CH:29][C:30]=2[O:31][CH2:32][C:33]([F:36])([F:35])[F:34])[CH2:21][CH2:20]1)=[O:18], predict the reaction product. The product is: [F:1][C:2]1[CH:10]=[C:9]2[C:5]([C:6]([CH:11]=[O:12])=[CH:7][N:8]2[S:37]([C:27]2[CH:28]=[CH:29][C:30]([O:31][CH2:32][C:33]([F:34])([F:35])[F:36])=[C:25]([N:22]3[CH2:23][CH2:24][N:19]([C:17](=[O:18])[C:16]([Cl:42])([Cl:15])[Cl:41])[CH2:20][CH2:21]3)[CH:26]=2)(=[O:38])=[O:39])=[CH:4][CH:3]=1. (6) Given the reactants Br[CH2:2][CH2:3][NH:4][C:5](=[O:11])[O:6][C:7]([CH3:10])([CH3:9])[CH3:8].[CH3:12][O:13][CH2:14][CH2:15][NH2:16].C(N(CC)C(C)C)(C)C, predict the reaction product. The product is: [CH3:12][O:13][CH2:14][CH2:15][NH:16][CH2:2][CH2:3][NH:4][C:5](=[O:11])[O:6][C:7]([CH3:10])([CH3:9])[CH3:8].